This data is from Catalyst prediction with 721,799 reactions and 888 catalyst types from USPTO. The task is: Predict which catalyst facilitates the given reaction. (1) Reactant: [C:1]([O:5][C@@H:6]([C:12]1[C:13]([CH3:44])=[N:14][C:15]2[N:16]([N:27]=[C:28]([C:30](=O)[NH:31][CH2:32][C:33](=O)[CH2:34][C:35]3[CH:40]=[CH:39][C:38]([F:41])=[CH:37][CH:36]=3)[CH:29]=2)[C:17]=1[N:18]1[CH2:23][CH2:22][C:21]([O:25][CH3:26])([CH3:24])[CH2:20][CH2:19]1)[C:7]([O:9]CC)=[O:8])([CH3:4])([CH3:3])[CH3:2].COC1C=CC(P2(SP(C3C=CC(OC)=CC=3)(=S)S2)=[S:54])=CC=1. Product: [C:1]([O:5][C@@H:6]([C:12]1[C:13]([CH3:44])=[N:14][C:15]2[N:16]([N:27]=[C:28]([C:30]3[S:54][C:33]([CH2:34][C:35]4[CH:40]=[CH:39][C:38]([F:41])=[CH:37][CH:36]=4)=[CH:32][N:31]=3)[CH:29]=2)[C:17]=1[N:18]1[CH2:23][CH2:22][C:21]([O:25][CH3:26])([CH3:24])[CH2:20][CH2:19]1)[C:7]([OH:9])=[O:8])([CH3:4])([CH3:3])[CH3:2]. The catalyst class is: 11. (2) Reactant: [Cl:1][C:2]1[CH:3]=[C:4](B2OC(C)(C)C(C)(C)O2)[CH:5]=[C:6]([Cl:10])[C:7]=1OC.Br[C:21]([C:23]([F:26])([F:25])[F:24])=[CH2:22].C([O-])([O-])=O.[Cs+].[Cs+]. Product: [Cl:10][C:6]1[CH:5]=[C:4]([C:21]([C:23]([F:26])([F:25])[F:24])=[CH2:22])[CH:3]=[C:2]([Cl:1])[C:7]=1[C:23]([F:26])([F:25])[F:24]. The catalyst class is: 516. (3) Reactant: Br[C:2]1[CH:7]=[CH:6][N:5]=[C:4]([O:8][CH3:9])[C:3]=1Br.[F:11][C:12]([F:22])([F:21])[C:13]1[N:18]=[CH:17][C:16]([CH2:19][OH:20])=[CH:15][CH:14]=1.CC1C=NC2C(C=1C)=CC=C1C=2N=CC(C)=C1C.C([O-])([O-])=O.[Cs+].[Cs+]. Product: [CH3:9][O:8][C:4]1[CH:3]=[C:2]([O:20][CH2:19][C:16]2[CH:17]=[N:18][C:13]([C:12]([F:22])([F:11])[F:21])=[CH:14][CH:15]=2)[CH:7]=[CH:6][N:5]=1. The catalyst class is: 432. (4) Reactant: [CH2:1]([O:8][C:9]1[CH:18]=[C:17]2[C:12]([C:13](=O)[NH:14][CH:15]=[N:16]2)=[C:11]([O:20][CH:21]2[CH2:26][CH2:25][O:24][CH2:23][CH2:22]2)[CH:10]=1)[C:2]1[CH:7]=[CH:6][CH:5]=[CH:4][CH:3]=1.P(Cl)(Cl)([Cl:29])=O.C(N(C(C)C)CC)(C)C. Product: [CH2:1]([O:8][C:9]1[CH:18]=[C:17]2[C:12]([C:13]([Cl:29])=[N:14][CH:15]=[N:16]2)=[C:11]([O:20][CH:21]2[CH2:26][CH2:25][O:24][CH2:23][CH2:22]2)[CH:10]=1)[C:2]1[CH:7]=[CH:6][CH:5]=[CH:4][CH:3]=1. The catalyst class is: 26. (5) Reactant: [Cl:1][C:2]1[C:3](F)=[C:4]([CH:8]=[CH:9][CH:10]=1)[C:5](Cl)=[O:6].C(N(CC)CC)C.[NH:19]1[CH2:23][CH2:22][CH2:21][C@H:20]1[CH2:24][OH:25].C(=O)([O-])[O-].[Cs+].[Cs+]. Product: [Cl:1][C:2]1[C:3]2[O:25][CH2:24][C@@H:20]3[CH2:21][CH2:22][CH2:23][N:19]3[C:5](=[O:6])[C:4]=2[CH:8]=[CH:9][CH:10]=1. The catalyst class is: 35. (6) Reactant: Cl[C:2]1[C:7]([Cl:8])=[CH:6][C:5]([N+:9]([O-:11])=[O:10])=[C:4]([Cl:12])[N:3]=1.CCN(C(C)C)C(C)C.[CH:22]([O:25][C:26]1[NH:30][N:29]=[C:28]([NH2:31])[CH:27]=1)([CH3:24])[CH3:23]. Product: [Cl:8][C:7]1[C:2]([NH:31][C:28]2[CH:27]=[C:26]([O:25][CH:22]([CH3:24])[CH3:23])[NH:30][N:29]=2)=[N:3][C:4]([Cl:12])=[C:5]([N+:9]([O-:11])=[O:10])[CH:6]=1. The catalyst class is: 1.